Predict the reactants needed to synthesize the given product. From a dataset of Full USPTO retrosynthesis dataset with 1.9M reactions from patents (1976-2016). (1) Given the product [CH3:8][O:9][C:10](=[O:40])[CH2:11][C:13]1[C:21]2[C:16](=[CH:17][CH:18]=[CH:19][C:20]=2[CH3:22])[NH:15][C:14]=1[C:23]1[CH:28]=[CH:27][C:26]([Cl:29])=[C:25]([S:30](=[O:38])(=[O:39])[NH:31][CH:32]2[CH2:33][CH2:34][CH2:35][CH2:36][CH2:37]2)[CH:24]=1, predict the reactants needed to synthesize it. The reactants are: C([SiH](CC)CC)C.[CH3:8][O:9][C:10](=[O:40])[C:11]([C:13]1[C:21]2[C:16](=[CH:17][CH:18]=[CH:19][C:20]=2[CH3:22])[NH:15][C:14]=1[C:23]1[CH:28]=[CH:27][C:26]([Cl:29])=[C:25]([S:30](=[O:39])(=[O:38])[NH:31][CH:32]2[CH2:37][CH2:36][CH2:35][CH2:34][CH2:33]2)[CH:24]=1)=O. (2) Given the product [CH3:1][O:2][C:3]1[CH:4]=[C:5]([CH:31]=[CH:32][C:33]=1[O:34][CH3:35])[CH2:6][CH:7]1[C:16]2[C:11](=[CH:12][C:13]([O:19][CH2:36][CH2:37][CH3:38])=[C:14]([O:17][CH3:18])[CH:15]=2)[CH2:10][CH2:9][N:8]1[CH2:20][C:21]([NH:23][CH2:24][C:25]1[CH:30]=[CH:29][CH:28]=[CH:27][CH:26]=1)=[O:22], predict the reactants needed to synthesize it. The reactants are: [CH3:1][O:2][C:3]1[CH:4]=[C:5]([CH:31]=[CH:32][C:33]=1[O:34][CH3:35])[CH2:6][CH:7]1[C:16]2[C:11](=[CH:12][C:13]([OH:19])=[C:14]([O:17][CH3:18])[CH:15]=2)[CH2:10][CH2:9][N:8]1[CH2:20][C:21]([NH:23][CH2:24][C:25]1[CH:30]=[CH:29][CH:28]=[CH:27][CH:26]=1)=[O:22].[CH2:36](Br)[CH2:37][CH3:38]. (3) Given the product [NH2:43][C:44]1[C:45]([C:51]([O:53][CH3:54])=[O:52])=[N:46][C:47]([C:15]2[CH:20]=[CH:19][C:18]([S:21]([N:24]3[CH2:29][CH2:28][N:27]([CH3:30])[CH2:26][CH2:25]3)(=[O:23])=[O:22])=[CH:17][CH:16]=2)=[CH:48][N:49]=1, predict the reactants needed to synthesize it. The reactants are: B(OC(C)C)(OC(C)C)OC(C)C.Br[C:15]1[CH:20]=[CH:19][C:18]([S:21]([N:24]2[CH2:29][CH2:28][N:27]([CH3:30])[CH2:26][CH2:25]2)(=[O:23])=[O:22])=[CH:17][CH:16]=1.C([Li])CCC.Cl.C(=O)([O-])[O-].[Na+].[Na+].[NH2:43][C:44]1[C:45]([C:51]([O:53][CH3:54])=[O:52])=[N:46][C:47](Br)=[CH:48][N:49]=1. (4) Given the product [Cl:43][C:40]1[CH:39]=[CH:38][C:37]([C:36]2[C:30]([C:31]([O:33][CH2:34][CH3:35])=[O:32])=[CH:29][N:26]=[C:24]([NH:23][C:13]3[CH:14]=[CH:15][C:16]([N:17]4[CH:21]=[C:20]([CH3:22])[N:19]=[CH:18]4)=[C:11]([O:10][CH3:9])[CH:12]=3)[N:25]=2)=[CH:42][CH:41]=1, predict the reactants needed to synthesize it. The reactants are: [N+]([O-])(O)=O.[N+]([O-])(O)=O.[CH3:9][O:10][C:11]1[CH:12]=[C:13]([NH:23][C:24]([NH2:26])=[NH:25])[CH:14]=[CH:15][C:16]=1[N:17]1[CH:21]=[C:20]([CH3:22])[N:19]=[CH:18]1.CN(C)[CH:29]=[C:30]([C:36](=O)[C:37]1[CH:42]=[CH:41][C:40]([Cl:43])=[CH:39][CH:38]=1)[C:31]([O:33][CH2:34][CH3:35])=[O:32].C(N(CC)CC)C. (5) Given the product [CH2:1]([C:5]1[N:6]([CH2:10][CH2:11][NH2:12])[CH:7]=[CH:8][N:9]=1)[CH2:2][CH2:3][CH3:4], predict the reactants needed to synthesize it. The reactants are: [CH2:1]([C:5]1[N:6]([CH2:10][CH2:11][N:12]2C(=O)C3C(=CC=CC=3)C2=O)[CH:7]=[CH:8][N:9]=1)[CH2:2][CH2:3][CH3:4].O.NN. (6) Given the product [C:16](=[O:17])([O-:21])[O-:19].[CH3:1][N+:2]([CH3:16])([CH3:15])[CH2:3][CH2:4][CH2:5][CH2:6][CH2:7][CH2:8][CH2:9][CH2:10][CH2:11][CH2:12][CH2:13][CH3:14].[CH3:1][N+:2]([CH2:3][CH2:4][CH2:5][CH2:6][CH2:7][CH2:8][CH2:9][CH2:10][CH2:11][CH2:12][CH2:13][CH3:14])([CH3:16])[CH3:15], predict the reactants needed to synthesize it. The reactants are: [CH3:1][N:2]([CH3:15])[CH2:3][CH2:4][CH2:5][CH2:6][CH2:7][CH2:8][CH2:9][CH2:10][CH2:11][CH2:12][CH2:13][CH3:14].[C:16](=[O:21])([O:19]C)[O:17]C.